From a dataset of Catalyst prediction with 721,799 reactions and 888 catalyst types from USPTO. Predict which catalyst facilitates the given reaction. (1) Reactant: C[Si](C)(C)N[Si](C)(C)C.C([Li])CCC.[CH3:15][C:16]([C:18]1[CH:19]=[CH:20][C:21]([OH:25])=[CH:22][C:23]=1[OH:24])=[O:17].C(O[C:29](=O)[C:30]1[CH:35]=[CH:34][C:33]([O:36][CH2:37][C:38]2[CH:43]=[CH:42][CH:41]=[CH:40][CH:39]=2)=[C:32]([O:44][CH2:45][C:46]2[CH:51]=[CH:50][CH:49]=[CH:48][CH:47]=2)[CH:31]=1)C.Cl. Product: [CH2:45]([O:44][C:32]1[CH:31]=[C:30]([CH:35]=[CH:34][C:33]=1[O:36][CH2:37][C:38]1[CH:43]=[CH:42][CH:41]=[CH:40][CH:39]=1)[C:29]1[O:24][C:23]2[C:18]([C:16](=[O:17])[CH:15]=1)=[CH:19][CH:20]=[C:21]([OH:25])[CH:22]=2)[C:46]1[CH:47]=[CH:48][CH:49]=[CH:50][CH:51]=1. The catalyst class is: 1. (2) Reactant: C(OC([C:6]1[C:7](=[O:23])[N:8]([CH2:18][CH2:19][CH:20]([CH3:22])[CH3:21])[N:9]=[C:10]([C:13]2[S:14][CH:15]=[CH:16][CH:17]=2)[C:11]=1[OH:12])=O)C.Cl. Product: [CH3:21][CH:20]([CH3:22])[CH2:19][CH2:18][N:8]1[C:7](=[O:23])[CH2:6][C:11](=[O:12])[C:10]([C:13]2[S:14][CH:15]=[CH:16][CH:17]=2)=[N:9]1. The catalyst class is: 346. (3) Reactant: [CH2:1]([C:3]1[CH:8]=[C:7]([CH3:9])[CH:6]=[C:5]([CH2:10][CH3:11])[C:4]=1[CH2:12][C:13]([CH:15]1[CH2:20][C:19](=[CH2:21])[CH2:18][CH2:17][CH:16]1[C:22]([OH:24])=[O:23])=[O:14])[CH3:2].[C:25](=O)([O-])[O-].[K+].[K+].COS(OC)(=O)=O. Product: [CH2:10]([C:5]1[CH:6]=[C:7]([CH3:9])[CH:8]=[C:3]([CH2:1][CH3:2])[C:4]=1[CH2:12][C:13]([CH:15]1[CH2:20][C:19](=[CH2:21])[CH2:18][CH2:17][CH:16]1[C:22]([O:24][CH3:25])=[O:23])=[O:14])[CH3:11]. The catalyst class is: 372. (4) Reactant: [CH:1]1([CH:7]([C:13]2[CH:18]=[CH:17][C:16]([N+:19]([O-])=O)=[C:15]([F:22])[CH:14]=2)[C:8]([O:10][CH2:11][CH3:12])=[O:9])[CH2:6][CH2:5][CH2:4][CH2:3][CH2:2]1.CCO. Product: [NH2:19][C:16]1[CH:17]=[CH:18][C:13]([CH:7]([CH:1]2[CH2:6][CH2:5][CH2:4][CH2:3][CH2:2]2)[C:8]([O:10][CH2:11][CH3:12])=[O:9])=[CH:14][C:15]=1[F:22]. The catalyst class is: 25. (5) Reactant: C([O:8][N:9]1[C:15](=[O:16])[N:14]2[CH2:17][C@H:10]1[CH2:11][CH2:12][C@H:13]2[C:18]1[O:19][CH:20]=[N:21][N:22]=1)C1C=CC=CC=1. Product: [OH:8][N:9]1[C:15](=[O:16])[N:14]2[CH2:17][C@H:10]1[CH2:11][CH2:12][C@H:13]2[C:18]1[O:19][CH:20]=[N:21][N:22]=1. The catalyst class is: 123.